From a dataset of Full USPTO retrosynthesis dataset with 1.9M reactions from patents (1976-2016). Predict the reactants needed to synthesize the given product. (1) The reactants are: [CH2:1]([O:3][C:4]([C:6]1([C:9]2[CH:14]=[CH:13][C:12]([C:15]3[CH:20]=[CH:19][C:18]([C:21]4[S:22][C:23]([F:29])=[CH:24][C:25]=4C(O)=O)=[CH:17][CH:16]=3)=[CH:11][CH:10]=2)[CH2:8][CH2:7]1)=[O:5])[CH3:2].C([N:32]([CH2:35]C)CC)C.C1(P(N=[N+]=[N-])(C2C=CC=CC=2)=[O:44])C=CC=CC=1.[Cl:54][C:55]1[C:56]([CH:60]([OH:62])[CH3:61])=[CH:57][S:58][CH:59]=1. Given the product [CH2:1]([O:3][C:4]([C:6]1([C:9]2[CH:14]=[CH:13][C:12]([C:15]3[CH:16]=[CH:17][C:18]([C:21]4[S:22][C:23]([F:29])=[CH:24][C:25]=4[NH:32][C:35]([O:62][CH:60]([C:56]4[C:55]([Cl:54])=[CH:59][S:58][CH:57]=4)[CH3:61])=[O:44])=[CH:19][CH:20]=3)=[CH:11][CH:10]=2)[CH2:7][CH2:8]1)=[O:5])[CH3:2], predict the reactants needed to synthesize it. (2) Given the product [C:35]([C:37]1[CH:42]=[C:41]([C:13]2[CH:14]=[CH:15][C:16]3[O:20][C:19]([C:21]4[CH:22]=[CH:23][C:24]([F:27])=[CH:25][CH:26]=4)=[C:18]([C:28]([NH:29][CH3:30])=[O:31])[C:17]=3[CH:32]=2)[CH:40]=[CH:39][CH:38]=1)#[N:36], predict the reactants needed to synthesize it. The reactants are: C(=O)([O-])[O-].[Cs+].[Cs+].FC(F)(F)S(O[C:13]1[CH:14]=[CH:15][C:16]2[O:20][C:19]([C:21]3[CH:26]=[CH:25][C:24]([F:27])=[CH:23][CH:22]=3)=[C:18]([C:28](=[O:31])[NH:29][CH3:30])[C:17]=2[CH:32]=1)(=O)=O.[C:35]([C:37]1[CH:38]=[C:39](B(O)O)[CH:40]=[CH:41][CH:42]=1)#[N:36].O1CCOCC1.